This data is from NCI-60 drug combinations with 297,098 pairs across 59 cell lines. The task is: Regression. Given two drug SMILES strings and cell line genomic features, predict the synergy score measuring deviation from expected non-interaction effect. (1) Drug 1: CC1OCC2C(O1)C(C(C(O2)OC3C4COC(=O)C4C(C5=CC6=C(C=C35)OCO6)C7=CC(=C(C(=C7)OC)O)OC)O)O. Drug 2: C1CN(CCN1C(=O)CCBr)C(=O)CCBr. Cell line: UO-31. Synergy scores: CSS=14.9, Synergy_ZIP=-3.96, Synergy_Bliss=-1.03, Synergy_Loewe=0.498, Synergy_HSA=0.781. (2) Cell line: HOP-62. Drug 1: CC1C(C(CC(O1)OC2CC(OC(C2O)C)OC3=CC4=CC5=C(C(=O)C(C(C5)C(C(=O)C(C(C)O)O)OC)OC6CC(C(C(O6)C)O)OC7CC(C(C(O7)C)O)OC8CC(C(C(O8)C)O)(C)O)C(=C4C(=C3C)O)O)O)O. Synergy scores: CSS=55.7, Synergy_ZIP=6.95, Synergy_Bliss=7.97, Synergy_Loewe=-7.92, Synergy_HSA=7.56. Drug 2: CC1C(C(CC(O1)OC2CC(CC3=C2C(=C4C(=C3O)C(=O)C5=CC=CC=C5C4=O)O)(C(=O)C)O)N)O. (3) Drug 1: COC1=C(C=C2C(=C1)N=CN=C2NC3=CC(=C(C=C3)F)Cl)OCCCN4CCOCC4. Drug 2: CC1=CC=C(C=C1)C2=CC(=NN2C3=CC=C(C=C3)S(=O)(=O)N)C(F)(F)F. Cell line: T-47D. Synergy scores: CSS=19.3, Synergy_ZIP=-4.34, Synergy_Bliss=-0.796, Synergy_Loewe=1.03, Synergy_HSA=2.36.